From a dataset of Reaction yield outcomes from USPTO patents with 853,638 reactions. Predict the reaction yield, written as a fraction of the theoretical maximum amount of product (1.0 means a 100% yield; for example, 0.34 means a 34% yield). (1) The reactants are [OH:1][C:2]1[N:7]([C:8]2[CH:13]=[CH:12][CH:11]=[C:10]([C:14]([F:17])([F:16])[F:15])[CH:9]=2)[C:6](=[O:18])[N:5]([CH2:19][C:20]2[CH:25]=[CH:24][CH:23]=[CH:22][CH:21]=2)[C:4](=[O:26])[C:3]=1[C:27](OCC)=[O:28].C1CCN2C(=NCCC2)CC1.[NH2:43][CH2:44][C:45]([OH:47])=[O:46]. The catalyst is C(O)C.Cl. The product is [OH:1][C:2]1[N:7]([C:8]2[CH:13]=[CH:12][CH:11]=[C:10]([C:14]([F:15])([F:16])[F:17])[CH:9]=2)[C:6](=[O:18])[N:5]([CH2:19][C:20]2[CH:21]=[CH:22][CH:23]=[CH:24][CH:25]=2)[C:4](=[O:26])[C:3]=1[C:27]([NH:43][CH2:44][C:45]([OH:47])=[O:46])=[O:28]. The yield is 0.130. (2) The reactants are [CH3:1][N:2]1[C:6]([Sn](C)(C)C)=[CH:5][N:4]=[C:3]1[CH3:11].[Cl:12][C:13]1[N:18]=[C:17](Cl)[C:16]([F:20])=[CH:15][N:14]=1. The catalyst is CN(C=O)C.Cl[Pd](Cl)([P](C1C=CC=CC=1)(C1C=CC=CC=1)C1C=CC=CC=1)[P](C1C=CC=CC=1)(C1C=CC=CC=1)C1C=CC=CC=1. The product is [Cl:12][C:13]1[N:18]=[C:17]([C:6]2[N:2]([CH3:1])[C:3]([CH3:11])=[N:4][CH:5]=2)[C:16]([F:20])=[CH:15][N:14]=1. The yield is 0.500. (3) The reactants are Cl[C:2]1[CH:7]=[CH:6][C:5]([N+:8]([O-:10])=[O:9])=[CH:4][N:3]=1.[NH:11]1[CH2:16][CH2:15][O:14][CH2:13][CH2:12]1.C(N(CC)CC)C.O. The catalyst is ClCCl. The product is [N+:8]([C:5]1[CH:6]=[CH:7][C:2]([N:11]2[CH2:16][CH2:15][O:14][CH2:13][CH2:12]2)=[N:3][CH:4]=1)([O-:10])=[O:9]. The yield is 1.00. (4) The reactants are O=P12OP3(OP(OP(O3)(O1)=O)(=O)O2)=O.CS(O)(=O)=O.[Br:20][C:21]1[CH:35]=[CH:34][CH:33]=[C:32]([F:36])[C:22]=1[C:23]([NH:25][CH2:26][CH:27]([O:30]C)OC)=O.C([O-])(O)=O.[Na+]. The catalyst is C(Cl)Cl. The product is [Br:20][C:21]1[CH:35]=[CH:34][CH:33]=[C:32]([F:36])[C:22]=1[C:23]1[O:30][CH:27]=[CH:26][N:25]=1. The yield is 0.820. (5) The reactants are [Br:1][C:2]1[S:6][C:5]([S:7](Cl)(=[O:9])=[O:8])=[CH:4][CH:3]=1.[NH2:11][C:12]1[CH:17]=[CH:16][N:15]=[CH:14][CH:13]=1. The catalyst is CN(C)C1C=CN=CC=1.N1C=CC=CC=1. The product is [N:15]1[CH:16]=[CH:17][C:12]([NH:11][S:7]([C:5]2[S:6][C:2]([Br:1])=[CH:3][CH:4]=2)(=[O:9])=[O:8])=[CH:13][CH:14]=1. The yield is 0.960. (6) The reactants are [C:1]1([C:7]2[CH:8]=[CH:9][C:10]([NH2:13])=[N:11][CH:12]=2)[CH:6]=[CH:5][CH:4]=[CH:3][CH:2]=1.[Cl:14][C:15]1[CH:24]=[CH:23][C:18]([C:19](=O)[CH2:20]Br)=[CH:17][CH:16]=1. The catalyst is CCO. The product is [Cl:14][C:15]1[CH:24]=[CH:23][C:18]([C:19]2[N:13]=[C:10]3[CH:9]=[CH:8][C:7]([C:1]4[CH:2]=[CH:3][CH:4]=[CH:5][CH:6]=4)=[CH:12][N:11]3[CH:20]=2)=[CH:17][CH:16]=1. The yield is 0.560. (7) The reactants are Br[C:2]1[CH:7]=[CH:6][C:5]([C:8]2[N:9]([CH2:13][O:14][CH2:15][CH2:16][Si:17]([CH3:20])([CH3:19])[CH3:18])[CH:10]=[CH:11][N:12]=2)=[CH:4][CH:3]=1.[CH3:21][C:22]1([CH3:38])[C:26]([CH3:28])([CH3:27])[O:25][B:24]([B:24]2[O:25][C:26]([CH3:28])([CH3:27])[C:22]([CH3:38])([CH3:21])[O:23]2)[O:23]1.C([O-])(=O)C.[K+]. The catalyst is O1CCOCC1. The product is [CH3:21][C:22]1([CH3:38])[C:26]([CH3:28])([CH3:27])[O:25][B:24]([C:2]2[CH:7]=[CH:6][C:5]([C:8]3[N:9]([CH2:13][O:14][CH2:15][CH2:16][Si:17]([CH3:20])([CH3:19])[CH3:18])[CH:10]=[CH:11][N:12]=3)=[CH:4][CH:3]=2)[O:23]1. The yield is 0.830. (8) The reactants are C([N:3]([CH2:6]C)CC)C.ClC([O:11][CH2:12][C:13]1[CH:18]=[CH:17][CH:16]=[CH:15][CH:14]=1)=O.[O:19]1CCCC1. The catalyst is C(OCC)(=O)C. The product is [C:12]1(=[O:11])[NH:3][C:6](=[O:19])[C:14]2=[CH:15][CH:16]=[CH:17][CH:18]=[C:13]12. The yield is 0.780.